From a dataset of Reaction yield outcomes from USPTO patents with 853,638 reactions. Predict the reaction yield, written as a fraction of the theoretical maximum amount of product (1.0 means a 100% yield; for example, 0.34 means a 34% yield). (1) The reactants are C[O:2][C:3]1[C:8]([NH2:9])=[CH:7][CH:6]=[CH:5][C:4]=1[C:10]1[O:14][C:13]([CH3:15])=[C:12]([C:16]([OH:18])=[O:17])[CH:11]=1.B(Br)(Br)[Br:20]. The catalyst is ClCCl. The product is [BrH:20].[OH:2][C:3]1[C:8]([NH2:9])=[CH:7][CH:6]=[CH:5][C:4]=1[C:10]1[O:14][C:13]([CH3:15])=[C:12]([C:16]([OH:18])=[O:17])[CH:11]=1. The yield is 0.460. (2) The reactants are [C:1]([O:5][C:6]([NH:8][C@H:9]([C:13]1[CH:18]=[CH:17][CH:16]=[CH:15][CH:14]=1)[C:10]([OH:12])=O)=[O:7])([CH3:4])([CH3:3])[CH3:2].CN1CCOCC1.[CH3:26][C:27]1([NH2:33])[CH2:32][CH2:31][O:30][CH2:29][CH2:28]1. The catalyst is C1COCC1. The product is [C:1]([O:5][C:6](=[O:7])[NH:8][C@@H:9]([C:10](=[O:12])[NH:33][C:27]1([CH3:26])[CH2:32][CH2:31][O:30][CH2:29][CH2:28]1)[C:13]1[CH:18]=[CH:17][CH:16]=[CH:15][CH:14]=1)([CH3:2])([CH3:3])[CH3:4]. The yield is 0.420. (3) The reactants are [ClH:1].[CH2:2]([C:5]1[N:6]=[C:7]([NH2:10])[NH:8][CH:9]=1)[C:3]#[CH:4].[N:11]([CH2:14][CH2:15][C:16]1[CH:20]=[CH:19][S:18][CH:17]=1)=[N+:12]=[N-:13]. No catalyst specified. The product is [ClH:1].[S:18]1[CH:19]=[CH:20][C:16]([CH2:15][CH2:14][N:11]2[CH:4]=[C:3]([CH2:2][C:5]3[N:6]=[C:7]([NH2:10])[NH:8][CH:9]=3)[N:13]=[N:12]2)=[CH:17]1. The yield is 0.600. (4) No catalyst specified. The yield is 0.810. The reactants are [C:1]([O:5][C:6](=[O:18])[N:7]([C:9]1[CH:14]=[CH:13][CH:12]=[C:11]([CH2:15][CH2:16][OH:17])[N:10]=1)[CH3:8])([CH3:4])([CH3:3])[CH3:2].[CH3:19][C:20]1[CH:21]=[C:22](O)[CH:23]=[CH:24][C:25]=1[N+:26]([O-:28])=[O:27]. The product is [C:1]([O:5][C:6](=[O:18])[N:7]([CH3:8])[C:9]1[CH:14]=[CH:13][CH:12]=[C:11]([CH2:15][CH2:16][O:17][C:22]2[CH:23]=[CH:24][C:25]([N+:26]([O-:28])=[O:27])=[C:20]([CH3:19])[CH:21]=2)[N:10]=1)([CH3:3])([CH3:2])[CH3:4]. (5) The reactants are [CH3:1][C:2]1([CH3:33])[CH2:7][CH2:6][C:5]([C:8]2[CH:13]=[C:12]([C:14]([CH3:22])([N:16]3C[CH2:20][S:19][CH2:18][CH2:17]3)[CH3:15])[CH:11]=[CH:10][C:9]=2[NH:23][C:24]([C:26]2[NH:27][CH:28]=[C:29]([C:31]#[N:32])[N:30]=2)=[O:25])=[CH:4][CH2:3]1.OO.CCOC(C)=O. The catalyst is C(Cl)Cl.CC(C)[O-].[Ti+4].CC(C)[O-].CC(C)[O-].CC(C)[O-]. The product is [CH3:1][C:2]1([CH3:33])[CH2:7][CH2:6][C:5]([C:8]2[CH:13]=[C:12]([C:14]([CH3:15])([NH:16][CH2:17][CH2:18][S:19][CH3:20])[CH3:22])[CH:11]=[CH:10][C:9]=2[NH:23][C:24]([C:26]2[NH:27][CH:28]=[C:29]([C:31]#[N:32])[N:30]=2)=[O:25])=[CH:4][CH2:3]1. The yield is 0.800. (6) The reactants are [CH3:1][O:2][C:3]1[CH:4]=[CH:5][C:6]2[CH2:12][CH2:11][NH:10][C:9](=O)[CH2:8][C:7]=2[CH:14]=1.B. The catalyst is O1CCCC1. The product is [CH3:1][O:2][C:3]1[CH:4]=[CH:5][C:6]2[CH2:12][CH2:11][NH:10][CH2:9][CH2:8][C:7]=2[CH:14]=1. The yield is 0.550. (7) The reactants are [F:1][C:2]1[C:9]([O:10][CH3:11])=[CH:8][CH:7]=[CH:6][C:3]=1[C:4]#[N:5].[B:12]1([B:12]2[O:16][C:15]([CH3:18])([CH3:17])[C:14]([CH3:20])([CH3:19])[O:13]2)[O:16][C:15]([CH3:18])([CH3:17])[C:14]([CH3:20])([CH3:19])[O:13]1. No catalyst specified. The product is [F:1][C:2]1[C:9]([O:10][CH3:11])=[CH:8][C:7]([B:12]2[O:16][C:15]([CH3:18])([CH3:17])[C:14]([CH3:20])([CH3:19])[O:13]2)=[CH:6][C:3]=1[C:4]#[N:5]. The yield is 0.730. (8) The reactants are F[C:2]1[CH:9]=[CH:8][C:5]([C:6]#[N:7])=[CH:4][CH:3]=1.[NH2:10][CH2:11][CH2:12][OH:13].C(=O)([O-])[O-].[K+].[K+]. The catalyst is CS(C)=O.O. The product is [OH:13][CH2:12][CH2:11][NH:10][C:2]1[CH:9]=[CH:8][C:5]([C:6]#[N:7])=[CH:4][CH:3]=1. The yield is 0.440. (9) The product is [Br:1][C:2]1[C:3]([NH:9][C:10]2[CH:19]=[CH:18][CH:17]=[CH:16][C:11]=2[C:12]([NH:14][CH3:15])=[O:13])=[N:4][C:5]([NH:20][C:21]2[C:37]([O:38][CH3:39])=[CH:36][C:24]3[CH2:25][CH2:26][N:27]([CH2:30][C:31](=[O:32])[N:33]([CH3:34])[CH3:35])[CH2:28][CH2:29][C:23]=3[CH:22]=2)=[N:6][CH:7]=1. The catalyst is C(O)(C)C. The yield is 0.510. The reactants are [Br:1][C:2]1[C:3]([NH:9][C:10]2[CH:19]=[CH:18][CH:17]=[CH:16][C:11]=2[C:12]([NH:14][CH3:15])=[O:13])=[N:4][C:5](Cl)=[N:6][CH:7]=1.[NH2:20][C:21]1[C:37]([O:38][CH3:39])=[CH:36][C:24]2[CH2:25][CH2:26][N:27]([CH2:30][C:31]([N:33]([CH3:35])[CH3:34])=[O:32])[CH2:28][CH2:29][C:23]=2[CH:22]=1.C12(CS(O)(=O)=O)C(C)(C)C(CC1)CC2=O.